This data is from Catalyst prediction with 721,799 reactions and 888 catalyst types from USPTO. The task is: Predict which catalyst facilitates the given reaction. Reactant: CC[N:3](C(C)C)C(C)C.[Cl:10][C:11]1[CH:16]=[CH:15][C:14]([N+:17]([O-:19])=[O:18])=[C:13](F)[CH:12]=1. Product: [Cl:10][C:11]1[CH:16]=[CH:15][C:14]([N+:17]([O-:19])=[O:18])=[C:13]([CH:12]=1)[NH2:3]. The catalyst class is: 16.